From a dataset of Full USPTO retrosynthesis dataset with 1.9M reactions from patents (1976-2016). Predict the reactants needed to synthesize the given product. (1) Given the product [Cl:48][C:42]1[CH:43]=[CH:44][CH:45]=[C:46]([Cl:47])[C:41]=1[NH:40][C:33]1[CH:32]=[CH:31][CH:30]=[CH:35][C:34]=1[CH2:36][C:37]([O:39][C:65]1[CH:81]=[CH:80][C:68]([C:69]([O:71][CH2:72][CH:73]2[CH2:77][O:76][C:75]([CH3:79])([CH3:78])[O:74]2)=[O:70])=[CH:67][CH:66]=1)=[O:38], predict the reactants needed to synthesize it. The reactants are: C(C1C=CC(C(C)C(OC2C=CC(C(OCC(O)CO)=O)=CC=2)=O)=CC=1)C(C)C.[CH:30]1[CH:31]=[CH:32][C:33]([NH:40][C:41]2[C:42]([Cl:48])=[CH:43][CH:44]=[CH:45][C:46]=2[Cl:47])=[C:34]([CH2:36][C:37]([OH:39])=[O:38])[CH:35]=1.C1CCC(N=C=NC2CCCCC2)CC1.O[C:65]1[CH:81]=[CH:80][C:68]([C:69]([O:71][CH2:72][CH:73]2[CH2:77][O:76][C:75]([CH3:79])([CH3:78])[O:74]2)=[O:70])=[CH:67][CH:66]=1. (2) Given the product [Cl:16][C:11]1[CH:12]=[CH:13][CH:14]=[CH:15][C:10]=1[C:8]1[S:7][N:6]=[C:5]([O:37][CH2:32][C:33]#[C:34][CH2:35][CH3:36])[N:9]=1, predict the reactants needed to synthesize it. The reactants are: CS([C:5]1[N:9]=[C:8]([C:10]2[CH:15]=[CH:14][CH:13]=[CH:12][C:11]=2[Cl:16])[S:7][N:6]=1)(=O)=O.CS(C1N=C(C2C=CC=CC=2Cl)SN=1)=O.[CH2:32]([OH:37])[C:33]#[C:34][CH2:35][CH3:36].[H-].[Na+].[Cl-].[Na+].